This data is from Full USPTO retrosynthesis dataset with 1.9M reactions from patents (1976-2016). The task is: Predict the reactants needed to synthesize the given product. (1) Given the product [OH:8][CH2:9][C:10]([NH:12][CH2:13][C@H:14]([O:16][C:17]1[CH:26]=[CH:25][CH:24]=[C:23]2[C:18]=1[C:19]([NH:27][C:28]1[CH:33]=[CH:32][C:31]([O:34][CH2:2][C:3]3[N:4]=[CH:5][S:6][CH:7]=3)=[C:30]([CH3:35])[CH:29]=1)=[N:20][CH:21]=[N:22]2)[CH3:15])=[O:11], predict the reactants needed to synthesize it. The reactants are: Cl[CH2:2][C:3]1[N:4]=[CH:5][S:6][CH:7]=1.[OH:8][CH2:9][C:10]([NH:12][CH2:13][C@H:14]([O:16][C:17]1[CH:26]=[CH:25][CH:24]=[C:23]2[C:18]=1[C:19]([NH:27][C:28]1[CH:33]=[CH:32][C:31]([OH:34])=[C:30]([CH3:35])[CH:29]=1)=[N:20][CH:21]=[N:22]2)[CH3:15])=[O:11]. (2) Given the product [C:72]([C:49]([NH:48][C:8](=[O:10])[C:7]1[CH:6]=[CH:5][C:4]([O:3][C:2]([F:1])([F:14])[F:13])=[CH:12][CH:11]=1)([CH3:71])[CH2:50][O:51][C:52]1[CH:53]=[CH:54][C:55]2[CH2:59][O:58][B:57]([OH:60])[C:56]=2[C:61]=1[CH2:62][NH:63][C:64](=[O:70])[O:65][C:66]([CH3:67])([CH3:68])[CH3:69])#[N:73], predict the reactants needed to synthesize it. The reactants are: [F:1][C:2]([F:14])([F:13])[O:3][C:4]1[CH:12]=[CH:11][C:7]([C:8]([OH:10])=O)=[CH:6][CH:5]=1.CCN(C(C)C)C(C)C.CN(C(ON1N=NC2C=CC=NC1=2)=[N+](C)C)C.F[P-](F)(F)(F)(F)F.[NH2:48][C:49]([C:72]#[N:73])([CH3:71])[CH2:50][O:51][C:52]1[CH:53]=[CH:54][C:55]2[CH2:59][O:58][B:57]([OH:60])[C:56]=2[C:61]=1[CH2:62][NH:63][C:64](=[O:70])[O:65][C:66]([CH3:69])([CH3:68])[CH3:67]. (3) The reactants are: [F:1][C:2]([F:32])([F:31])[C:3]1[CH:4]=[C:5]([CH:24]=[C:25]([C:27]([F:30])([F:29])[F:28])[CH:26]=1)[C:6]([NH:8][CH:9]([C:14]1[CH:19]=[C:18]([Cl:20])[CH:17]=[CH:16][C:15]=1[N+:21]([O-])=O)[CH2:10][C:11](O)=[O:12])=[O:7]. Given the product [Cl:20][C:18]1[CH:19]=[C:14]2[C:15](=[CH:16][CH:17]=1)[NH:21][C:11](=[O:12])[CH2:10][CH:9]2[NH:8][C:6](=[O:7])[C:5]1[CH:4]=[C:3]([C:2]([F:31])([F:1])[F:32])[CH:26]=[C:25]([C:27]([F:29])([F:30])[F:28])[CH:24]=1, predict the reactants needed to synthesize it. (4) The reactants are: [F:1][C:2]1[CH:7]=[CH:6][CH:5]=[CH:4][C:3]=1[N:8]1[C:12]([C:13]2[CH:18]=[CH:17][N:16]=[CH:15][CH:14]=2)=[C:11]([C:19]2[O:23][N:22]=[C:21]([C:24]3[CH:31]=[CH:30][C:27]([CH:28]=O)=[CH:26][CH:25]=3)[N:20]=2)[N:10]=[N:9]1.Cl.[CH3:33][NH2:34]. Given the product [F:1][C:2]1[CH:7]=[CH:6][CH:5]=[CH:4][C:3]=1[N:8]1[C:12]([C:13]2[CH:18]=[CH:17][N:16]=[CH:15][CH:14]=2)=[C:11]([C:19]2[O:23][N:22]=[C:21]([C:24]3[CH:31]=[CH:30][C:27]([CH2:28][NH:34][CH3:33])=[CH:26][CH:25]=3)[N:20]=2)[N:10]=[N:9]1, predict the reactants needed to synthesize it. (5) The reactants are: [CH:1]1([C:6]2[C:16]3[O:15][CH2:14][CH2:13][N:12](C(OC(C)(C)C)=O)[CH2:11][C:10]=3[CH:9]=[CH:8][CH:7]=2)[CH2:5][CH2:4][CH2:3][CH2:2]1.C(OCC)(=O)C.[ClH:30]. Given the product [ClH:30].[CH:1]1([C:6]2[C:16]3[O:15][CH2:14][CH2:13][NH:12][CH2:11][C:10]=3[CH:9]=[CH:8][CH:7]=2)[CH2:2][CH2:3][CH2:4][CH2:5]1, predict the reactants needed to synthesize it. (6) Given the product [F:1][C:2]1[CH:3]=[C:4]2[C:9](=[C:10]([N+:12]([O-:14])=[O:13])[CH:11]=1)[N:8]=[CH:7][C:6]([OH:15])=[CH:5]2, predict the reactants needed to synthesize it. The reactants are: [F:1][C:2]1[CH:3]=[C:4]2[C:9](=[C:10]([N+:12]([O-:14])=[O:13])[CH:11]=1)[N:8]=[CH:7][CH:6]=[CH:5]2.[OH:15]O. (7) Given the product [ClH:46].[ClH:46].[F:45][C:42]1[CH:43]=[CH:44][C:39]([CH:14]([CH:11]2[CH2:10][CH2:9][NH:8][CH2:13][CH2:12]2)[C:15]([N:17]2[CH2:22][CH2:21][N:20]([CH2:23][CH2:24][CH2:25][CH2:26][C:27]3[C:36]4[C:31](=[CH:32][CH:33]=[CH:34][CH:35]=4)[CH:30]=[CH:29][C:28]=3[O:37][CH3:38])[CH2:19][CH2:18]2)=[O:16])=[CH:40][CH:41]=1, predict the reactants needed to synthesize it. The reactants are: C(OC([N:8]1[CH2:13][CH2:12][CH:11]([CH:14]([C:39]2[CH:44]=[CH:43][C:42]([F:45])=[CH:41][CH:40]=2)[C:15]([N:17]2[CH2:22][CH2:21][N:20]([CH2:23][CH2:24][CH2:25][CH2:26][C:27]3[C:36]4[C:31](=[CH:32][CH:33]=[CH:34][CH:35]=4)[CH:30]=[CH:29][C:28]=3[O:37][CH3:38])[CH2:19][CH2:18]2)=[O:16])[CH2:10][CH2:9]1)=O)(C)(C)C.[ClH:46].O1CCOCC1.CCOCC. (8) The reactants are: C(O[BH-](OC(=O)C)OC(=O)C)(=O)C.[Na+].[CH3:15][CH2:16][O:17][C:18]([CH:20]1[CH2:24][CH2:23][CH:22]([CH:25]=O)[N:21]1[C:27]([O:29][C:30]([CH3:33])([CH3:32])[CH3:31])=[O:28])=[O:19].[C:34]([O:38][C:39](=[O:42])[CH2:40][NH2:41])([CH3:37])([CH3:36])[CH3:35]. Given the product [CH3:15][CH2:16][O:17][C:18]([CH:20]1[CH2:24][CH2:23][CH:22]([CH2:25][NH:41][CH2:40][C:39]([O:38][C:34]([CH3:37])([CH3:36])[CH3:35])=[O:42])[N:21]1[C:27]([O:29][C:30]([CH3:33])([CH3:32])[CH3:31])=[O:28])=[O:19], predict the reactants needed to synthesize it.